From a dataset of Reaction yield outcomes from USPTO patents with 853,638 reactions. Predict the reaction yield, written as a fraction of the theoretical maximum amount of product (1.0 means a 100% yield; for example, 0.34 means a 34% yield). (1) The reactants are [F-].[K+].[F:3][C:4]([Si](C)(C)C)([F:6])[F:5].[CH2:11]([O:18][C@H:19]([CH3:31])[C@@H:20]([CH3:30])[O:21][C:22]1[C:27](I)=[CH:26][N:25]=[C:24]([Cl:29])[N:23]=1)[C:12]1[CH:17]=[CH:16][CH:15]=[CH:14][CH:13]=1.[Cl-].[Na+]. The catalyst is CN1C(=O)CCC1.C1COCC1.[Cu]I.CCCCCC.C(OCC)(=O)C. The product is [CH2:11]([O:18][C@H:19]([CH3:31])[C@@H:20]([CH3:30])[O:21][C:22]1[C:27]([C:4]([F:6])([F:5])[F:3])=[CH:26][N:25]=[C:24]([Cl:29])[N:23]=1)[C:12]1[CH:13]=[CH:14][CH:15]=[CH:16][CH:17]=1. The yield is 0.540. (2) The reactants are Br[C:2]1[CH:7]=[CH:6][C:5]([Br:8])=[CH:4][N:3]=1.[N:9]1([C:15]([O:17][C:18]([CH3:21])([CH3:20])[CH3:19])=[O:16])[CH2:14][CH2:13][NH:12][CH2:11][CH2:10]1.C(=O)([O-])[O-].[Na+].[Na+]. The catalyst is CN1CCCC1=O. The product is [C:18]([O:17][C:15]([N:9]1[CH2:14][CH2:13][N:12]([C:2]2[CH:7]=[CH:6][C:5]([Br:8])=[CH:4][N:3]=2)[CH2:11][CH2:10]1)=[O:16])([CH3:21])([CH3:19])[CH3:20]. The yield is 0.710. (3) The reactants are [CH:1]([CH:4]([C:10](=O)[CH2:11][CH2:12][C:13]1[CH:18]=[CH:17][CH:16]=[CH:15][CH:14]=1)[C:5]([O:7]CC)=O)([CH3:3])[CH3:2].[NH2:20][C:21]1[C:25]([C:26]#[N:27])=[CH:24][NH:23][N:22]=1. The catalyst is C1(C)C=CC=CC=1.[Ti](Cl)(Cl)(Cl)Cl. The product is [CH:1]([C:4]1[C:5](=[O:7])[N:22]2[N:23]=[CH:24][C:25]([C:26]#[N:27])=[C:21]2[NH:20][C:10]=1[CH2:11][CH2:12][C:13]1[CH:14]=[CH:15][CH:16]=[CH:17][CH:18]=1)([CH3:2])[CH3:3]. The yield is 0.0200.